From a dataset of Forward reaction prediction with 1.9M reactions from USPTO patents (1976-2016). Predict the product of the given reaction. (1) Given the reactants I[C:2]1[C:7]([C:8]([F:11])([F:10])[F:9])=[CH:6][CH:5]=[C:4]([O:12][CH3:13])[N:3]=1.[CH3:14][O:15][C:16](=[O:46])[CH2:17][C@H:18]1[C:22]2[CH:23]=[CH:24][C:25]([O:27][C@H:28]3[C:36]4[C:31](=[C:32](B5OC(C)(C)C(C)(C)O5)[CH:33]=[CH:34][CH:35]=4)[CH2:30][CH2:29]3)=[CH:26][C:21]=2[O:20][CH2:19]1, predict the reaction product. The product is: [CH3:14][O:15][C:16](=[O:46])[CH2:17][C@H:18]1[C:22]2[CH:23]=[CH:24][C:25]([O:27][C@H:28]3[C:36]4[C:31](=[C:32]([C:2]5[C:7]([C:8]([F:11])([F:10])[F:9])=[CH:6][CH:5]=[C:4]([O:12][CH3:13])[N:3]=5)[CH:33]=[CH:34][CH:35]=4)[CH2:30][CH2:29]3)=[CH:26][C:21]=2[O:20][CH2:19]1. (2) Given the reactants Cl[C:2]1[C:3]([NH2:9])=[N:4][CH:5]=[N:6][C:7]=1Cl.[NH2:10][CH:11]1[CH2:14][C:13]2([CH2:18][CH2:17][N:16]([C:19]([O:21]C(C)(C)C)=O)[CH2:15]2)[CH2:12]1.[O:26]([C:33]1[CH:38]=[CH:37][C:36](B(O)O)=[CH:35][CH:34]=1)[C:27]1[CH:32]=[CH:31][CH:30]=[CH:29][CH:28]=1.[C:42](O)(=O)[C:43]#C, predict the reaction product. The product is: [NH2:9][C:3]1[N:4]=[CH:5][N:6]=[C:7]([NH:10][CH:11]2[CH2:12][C:13]3([CH2:18][CH2:17][N:16]([C:19](=[O:21])[C:42]#[CH:43])[CH2:15]3)[CH2:14]2)[C:2]=1[C:30]1[CH:31]=[CH:32][C:27]([O:26][C:33]2[CH:38]=[CH:37][CH:36]=[CH:35][CH:34]=2)=[CH:28][CH:29]=1. (3) Given the reactants [CH3:1][O:2][C:3]1[CH:8]=[C:7]([O:9][CH3:10])[CH:6]=[CH:5][C:4]=1[C:11]1[CH:15]=[C:14]([CH2:16][CH2:17][CH:18]=O)[O:13][N:12]=1.[CH2:20]([N:27]1[CH2:32][CH2:31][NH:30][CH2:29][CH2:28]1)[C:21]1[CH:26]=[CH:25][CH:24]=[CH:23][CH:22]=1.[BH-](OC(C)=O)(OC(C)=O)OC(C)=O.[Na+], predict the reaction product. The product is: [CH3:1][O:2][C:3]1[CH:8]=[C:7]([O:9][CH3:10])[CH:6]=[CH:5][C:4]=1[C:11]1[CH:15]=[C:14]([CH2:16][CH2:17][CH2:18][N:30]2[CH2:31][CH2:32][N:27]([CH2:20][C:21]3[CH:22]=[CH:23][CH:24]=[CH:25][CH:26]=3)[CH2:28][CH2:29]2)[O:13][N:12]=1.